This data is from Forward reaction prediction with 1.9M reactions from USPTO patents (1976-2016). The task is: Predict the product of the given reaction. (1) Given the reactants [Si](OC1C=CC(B(O)O)=CC=1)(C(C)(C)C)(C)C.BrC1C(CC(OC)=O)=C(C2C=CC(O[Si](C(C)(C)C)(C)C)=CC=2)SC=1.ClC1C=CC=CC=1B(O)O.[Si]([O:60][C:61]1[CH:66]=[CH:65][C:64]([C:67]2[S:68][CH:69]=[C:70]([C:77]3[CH:82]=[CH:81][CH:80]=[CH:79][C:78]=3[Cl:83])[C:71]=2[CH2:72][C:73]([O:75][CH3:76])=[O:74])=[CH:63][CH:62]=1)(C(C)(C)C)(C)C.[F-].C([N+](CCCC)(CCCC)CCCC)CCC, predict the reaction product. The product is: [Cl:83][C:78]1[CH:79]=[CH:80][CH:81]=[CH:82][C:77]=1[C:70]1[C:71]([CH2:72][C:73]([O:75][CH3:76])=[O:74])=[C:67]([C:64]2[CH:65]=[CH:66][C:61]([OH:60])=[CH:62][CH:63]=2)[S:68][CH:69]=1. (2) Given the reactants C([O:6][CH:7]1[CH2:12][CH2:11][CH2:10][CH2:9][CH2:8]1)(=O)C(C)=C.[C:13]([O:18]C)(=O)[C:14](C)=[CH2:15].[C:20]1(C)C=CC=CC=1.N(C(C)(C)C#N)=NC(C)(C)C#N, predict the reaction product. The product is: [CH2:7]([OH:6])[CH2:12][CH2:11][CH2:10][CH2:9][CH2:8][CH2:20][CH2:15][CH2:14][CH2:13][OH:18]. (3) Given the reactants [CH:1]1([N:7]2[C:12]([OH:13])=[C:11]([C:14]([NH:16][CH2:17][C:18]([O:20]CC)=[O:19])=[O:15])[C:10](=[O:23])[NH:9][C:8]2=[O:24])[CH2:6][CH2:5][CH2:4][CH2:3][CH2:2]1.C(=O)([O-])[O-].[K+].[K+].[F:31][C:32]1[CH:39]=[CH:38][CH:37]=[CH:36][C:33]=1[CH2:34]Br.Cl, predict the reaction product. The product is: [CH:1]1([N:7]2[C:12]([OH:13])=[C:11]([C:14]([NH:16][CH2:17][C:18]([OH:20])=[O:19])=[O:15])[C:10](=[O:23])[N:9]([CH2:34][C:33]3[CH:36]=[CH:37][CH:38]=[CH:39][C:32]=3[F:31])[C:8]2=[O:24])[CH2:2][CH2:3][CH2:4][CH2:5][CH2:6]1. (4) The product is: [Cl:1][C:2]1[C:3]2[N:4]([C:10]([CH:12]3[CH2:15][C:14](=[CH2:16])[CH2:13]3)=[N:9][CH:8]=2)[CH:5]=[CH:6][N:7]=1. Given the reactants [Cl:1][C:2]1[C:3]([CH2:8][NH:9][C:10]([CH:12]2[CH2:15][C:14](=[CH2:16])[CH2:13]2)=O)=[N:4][CH:5]=[CH:6][N:7]=1.CN(C=O)C.O=P(Cl)(Cl)Cl.N#N, predict the reaction product. (5) Given the reactants [F:1][C:2]1[C:7]2[CH2:8][O:9][CH:10]([C:22]3[CH:27]=[CH:26][C:25]([O:28][CH2:29][CH2:30][N:31]4[CH2:36][CH2:35][CH2:34][CH2:33][CH2:32]4)=[CH:24][CH:23]=3)[C:11]3[C:12](=[CH:13][CH:14]=[C:15]4[C:20]=3[CH:19]=[CH:18][C:17]([OH:21])=[CH:16]4)[C:6]=2[CH:5]=[C:4]([F:37])[C:3]=1[Si](C)(C)C.O.[F-].C([N+](CCCC)(CCCC)CCCC)CCC.[ClH:61].CCOCC, predict the reaction product. The product is: [ClH:61].[F:1][C:2]1[C:7]2[CH2:8][O:9][CH:10]([C:22]3[CH:27]=[CH:26][C:25]([O:28][CH2:29][CH2:30][N:31]4[CH2:32][CH2:33][CH2:34][CH2:35][CH2:36]4)=[CH:24][CH:23]=3)[C:11]3[C:12](=[CH:13][CH:14]=[C:15]4[C:20]=3[CH:19]=[CH:18][C:17]([OH:21])=[CH:16]4)[C:6]=2[CH:5]=[C:4]([F:37])[CH:3]=1. (6) Given the reactants [OH:1][C:2]1[CH:7]=[CH:6][C:5]([CH2:8][C:9]([OH:11])=O)=[CH:4][CH:3]=1.[CH3:12][C:13]1[CH:14]=[C:15]([CH:17]=[C:18]([CH3:20])[CH:19]=1)[NH2:16], predict the reaction product. The product is: [CH3:12][C:13]1[CH:14]=[C:15]([CH:17]=[C:18]([CH3:20])[CH:19]=1)[NH:16][C:9]([CH2:8][C:5]1[CH:4]=[CH:3][C:2]([OH:1])=[CH:7][CH:6]=1)=[O:11].